Dataset: Catalyst prediction with 721,799 reactions and 888 catalyst types from USPTO. Task: Predict which catalyst facilitates the given reaction. (1) Product: [F:12][C:13]1[CH:19]=[CH:18][C:16]([NH:17][C:9]([C:5]2[C:4]([N+:1]([O-:3])=[O:2])=[CH:8][NH:7][N:6]=2)=[O:11])=[CH:15][CH:14]=1. Reactant: [N+:1]([C:4]1[C:5]([C:9]([OH:11])=O)=[N:6][NH:7][CH:8]=1)([O-:3])=[O:2].[F:12][C:13]1[CH:19]=[CH:18][C:16]([NH2:17])=[CH:15][CH:14]=1.C(Cl)CCl.C1C=CC2N(O)N=NC=2C=1. The catalyst class is: 3. (2) Reactant: [CH3:1][O:2][C:3]1[CH:8]=[CH:7][C:6]([C:9]2[C:10]3[N:11]([C:15](C(O)=O)=[C:16]([S:18][CH3:19])[N:17]=3)[N:12]=[CH:13][CH:14]=2)=[C:5]([CH3:23])[CH:4]=1.C(O)(C)(C)C.C([N:31](CC)CC)C.C1(P(N=[N+]=[N-])(C2C=CC=CC=2)=O)C=CC=CC=1. Product: [CH3:1][O:2][C:3]1[CH:8]=[CH:7][C:6]([C:9]2[C:10]3[N:11]([C:15]([NH2:31])=[C:16]([S:18][CH3:19])[N:17]=3)[N:12]=[CH:13][CH:14]=2)=[C:5]([CH3:23])[CH:4]=1. The catalyst class is: 93. (3) Reactant: C([O:3][P:4]([C:9]([C:36]#[N:37])([CH3:35])[CH2:10][C:11]([CH3:34])=[CH:12][CH2:13][C:14]1[C:15]([O:27]CC[Si](C)(C)C)=[C:16]2[C:20](=[C:21]([CH3:25])[C:22]=1[O:23][CH3:24])[CH2:19][O:18][C:17]2=[O:26])(=[O:8])[O:5]CC)C.C[Si](Br)(C)C.N1C(C)=CC=CC=1C. Product: [C:36]([C:9]([P:4](=[O:3])([OH:5])[OH:8])([CH3:35])[CH2:10][C:11]([CH3:34])=[CH:12][CH2:13][C:14]1[C:15]([OH:27])=[C:16]2[C:20](=[C:21]([CH3:25])[C:22]=1[O:23][CH3:24])[CH2:19][O:18][C:17]2=[O:26])#[N:37]. The catalyst class is: 85. (4) Reactant: [C:1](#[N:9])[C:2]1[C:3](=[CH:5][CH:6]=[CH:7][CH:8]=1)[NH2:4].[H-].[Na+].Br[C:13]1[CH:18]=[CH:17][C:16]([Cl:19])=[CH:15][C:14]=1[N+:20]([O-:22])=[O:21]. Product: [Cl:19][C:16]1[CH:17]=[CH:18][C:13]([NH:4][C:3]2[CH:5]=[CH:6][CH:7]=[CH:8][C:2]=2[C:1]#[N:9])=[C:14]([N+:20]([O-:22])=[O:21])[CH:15]=1. The catalyst class is: 1. (5) Reactant: Cl.CC(Cl)=O.[C:6]([O:10][C:11]([N:13]1[CH2:18][CH2:17][N:16]([CH2:19][C:20]2[CH:25]=[CH:24][C:23]([F:26])=[C:22]([NH:27][C:28]([NH:30][C:31]3[CH:32]=[N:33][C:34]([CH3:37])=[CH:35][CH:36]=3)=[O:29])[CH:21]=2)[CH2:15][CH2:14]1)=[O:12])(C)(C)C. Product: [CH3:6][O:10][C:11]([N:13]1[CH2:14][CH2:15][N:16]([CH2:19][C:20]2[CH:25]=[CH:24][C:23]([F:26])=[C:22]([NH:27][C:28]([NH:30][C:31]3[CH:32]=[N:33][C:34]([CH3:37])=[CH:35][CH:36]=3)=[O:29])[CH:21]=2)[CH2:17][CH2:18]1)=[O:12]. The catalyst class is: 12. (6) Reactant: [C:1]1(=[O:11])[O:6][C:4](=O)[C:3]2=[CH:7][CH:8]=[CH:9][CH:10]=[C:2]12.[NH2:12][C@H:13]([CH2:15][OH:16])[CH3:14].CCN(C(C)C)C(C)C. Product: [OH:16][CH2:15][C@@H:13]([N:12]1[C:1](=[O:11])[C:2]2[C:3](=[CH:7][CH:8]=[CH:9][CH:10]=2)[C:4]1=[O:6])[CH3:14]. The catalyst class is: 11. (7) Reactant: [CH3:1][N:2]1[C:6]([CH2:7]O)=[C:5]([CH3:9])[C:4]([CH3:10])=[N:3]1.S(Cl)([Cl:13])=O.C(=O)([O-])O.[Na+]. Product: [Cl:13][CH2:7][C:6]1[N:2]([CH3:1])[N:3]=[C:4]([CH3:10])[C:5]=1[CH3:9]. The catalyst class is: 2. (8) Reactant: [F:1][C:2]1[C:9]([CH:10]=[O:11])=[CH:8][C:5]([C:6]#[N:7])=[C:4]([C:12]([F:15])([F:14])[F:13])[CH:3]=1.FC1C=CC(C#N)=C(C(F)(F)F)C=1C=O.[BH4-].[Na+]. Product: [F:1][C:2]1[C:9]([CH2:10][OH:11])=[CH:8][C:5]([C:6]#[N:7])=[C:4]([C:12]([F:13])([F:14])[F:15])[CH:3]=1. The catalyst class is: 334. (9) Reactant: CO[C:3](=[O:13])[C:4]1[C:5](=[C:7]([Cl:12])[CH:8]=[C:9]([Cl:11])[CH:10]=1)[OH:6].[CH:14]([Mg]Cl)([CH3:16])[CH3:15]. Product: [Cl:12][C:7]1[C:5]([OH:6])=[C:4]([C:3](=[O:13])[CH:14]([CH3:16])[CH3:15])[CH:10]=[C:9]([Cl:11])[CH:8]=1. The catalyst class is: 1.